From a dataset of Reaction yield outcomes from USPTO patents with 853,638 reactions. Predict the reaction yield, written as a fraction of the theoretical maximum amount of product (1.0 means a 100% yield; for example, 0.34 means a 34% yield). (1) The reactants are [N+:1]([C:4]1[CH:12]=[C:11]2[C:7]([CH:8]=[CH:9][NH:10]2)=[CH:6][CH:5]=1)([O-:3])=[O:2].[C:13]([O-])([O-])=O.[K+].[K+].CI.O. The catalyst is CN(C=O)C. The product is [CH3:13][N:10]1[C:11]2[C:7](=[CH:6][CH:5]=[C:4]([N+:1]([O-:3])=[O:2])[CH:12]=2)[CH:8]=[CH:9]1. The yield is 0.980. (2) The reactants are [CH2:1]([OH:8])[C@@H:2]([OH:7])[CH2:3][CH2:4][C:5]#[CH:6].C(N([CH2:14][CH3:15])CC)C.[C:16]1(C)[C:17]([S:22](Cl)(=[O:24])=[O:23])=[CH:18][CH:19]=C[CH:21]=1. The catalyst is C(Cl)Cl.C([Sn](=O)CCCC)CCC. The product is [OH:7][C@@H:2]([CH2:3][CH2:4][C:5]#[CH:6])[CH2:1][O:8][S:22]([C:17]1[CH:18]=[CH:19][C:14]([CH3:15])=[CH:21][CH:16]=1)(=[O:24])=[O:23]. The yield is 0.800. (3) The reactants are [CH2:1]([O:3][C:4](=[O:29])[C:5]([O:22][C:23]1[CH:28]=[CH:27][CH:26]=[CH:25][CH:24]=1)([CH3:21])[CH2:6][C:7]1[CH:12]=[CH:11][C:10]([O:13]CC2C=CC=CC=2)=[CH:9][CH:8]=1)[CH3:2]. The catalyst is C(OCC)(=O)C.[Pd]. The product is [CH2:1]([O:3][C:4](=[O:29])[C:5]([CH3:21])([O:22][C:23]1[CH:28]=[CH:27][CH:26]=[CH:25][CH:24]=1)[CH2:6][C:7]1[CH:12]=[CH:11][C:10]([OH:13])=[CH:9][CH:8]=1)[CH3:2]. The yield is 0.890. (4) The reactants are FC(F)(F)C([N:5]1[CH2:10][CH2:9][CH:8]([CH:11]2[C:24]3[CH:23]=[CH:22][C:21]([C:25]4[NH:29][N:28]=[N:27][N:26]=4)=[CH:20][C:19]=3[O:18][C:17]3[C:12]2=[CH:13][CH:14]=[CH:15][CH:16]=3)[CH2:7][CH2:6]1)=O.[OH-].[Na+]. The catalyst is CO. The product is [NH:29]1[C:25]([C:21]2[CH:22]=[CH:23][C:24]3[CH:11]([CH:8]4[CH2:9][CH2:10][NH:5][CH2:6][CH2:7]4)[C:12]4[C:17]([O:18][C:19]=3[CH:20]=2)=[CH:16][CH:15]=[CH:14][CH:13]=4)=[N:26][N:27]=[N:28]1. The yield is 0.0800. (5) The reactants are [NH2:1][C:2]1[CH:7]=[CH:6][C:5]([C:8](=[O:10])[CH3:9])=[CH:4][C:3]=1I.[F:12][C:13]1[CH:14]=[C:15]([CH:37]=[CH:38][CH:39]=1)[CH2:16][C:17]1[CH:36]=[CH:35][C:20]([C:21]([NH:23][CH2:24][CH2:25][C:26]#[C:27][Si:28]([CH2:33][CH3:34])([CH2:31][CH3:32])[CH2:29][CH3:30])=[O:22])=[CH:19][CH:18]=1.[Cl-].[Li+].C(=O)([O-])[O-].[Na+].[Na+]. The catalyst is CN(C=O)C.C1(P([C-]2C=CC=C2)C2C=CC=CC=2)C=CC=CC=1.[C-]1(P(C2C=CC=CC=2)C2C=CC=CC=2)C=CC=C1.[Fe+2].[Pd](Cl)Cl. The product is [C:8]([C:5]1[CH:4]=[C:3]2[C:2](=[CH:7][CH:6]=1)[NH:1][C:27]([Si:28]([CH2:33][CH3:34])([CH2:31][CH3:32])[CH2:29][CH3:30])=[C:26]2[CH2:25][CH2:24][NH:23][C:21](=[O:22])[C:20]1[CH:19]=[CH:18][C:17]([CH2:16][C:15]2[CH:37]=[CH:38][CH:39]=[C:13]([F:12])[CH:14]=2)=[CH:36][CH:35]=1)(=[O:10])[CH3:9]. The yield is 0.210. (6) The reactants are [CH3:1][O:2][C:3]1[CH:4]=[C:5]([CH:8]=[CH:9][C:10]=1[O:11][CH3:12])[CH:6]=O.CCOP(OCC)([CH2:18][C:19]#[N:20])=O.CC(C)([O-])C.[K+].O. The catalyst is C1COCC1. The product is [CH3:1][O:2][C:3]1[CH:4]=[C:5](/[CH:6]=[CH:18]/[C:19]#[N:20])[CH:8]=[CH:9][C:10]=1[O:11][CH3:12]. The yield is 0.965.